Dataset: Full USPTO retrosynthesis dataset with 1.9M reactions from patents (1976-2016). Task: Predict the reactants needed to synthesize the given product. (1) Given the product [N:24]1[C:25]2[C:30](=[CH:29][CH:28]=[CH:27][CH:26]=2)[C:21]([O:20][CH2:19][CH2:18][CH2:17][CH2:16][CH2:15][O:14][C:10]2[C:11](=[O:13])[CH:12]=[C:7]([CH2:6][N:31]3[CH2:36][CH2:35][O:34][CH2:33][CH2:32]3)[O:8][CH:9]=2)=[N:22][CH:23]=1, predict the reactants needed to synthesize it. The reactants are: CS(O[CH2:6][C:7]1[O:8][CH:9]=[C:10]([O:14][CH2:15][CH2:16][CH2:17][CH2:18][CH2:19][O:20][C:21]2[C:30]3[C:25](=[CH:26][CH:27]=[CH:28][CH:29]=3)[N:24]=[CH:23][N:22]=2)[C:11](=[O:13])[CH:12]=1)(=O)=O.[NH:31]1[CH2:36][CH2:35][O:34][CH2:33][CH2:32]1. (2) Given the product [Cl:1][C:2]1[N:7]([CH3:9])[C:6](=[O:8])[CH:5]=[CH:4][CH:3]=1, predict the reactants needed to synthesize it. The reactants are: [Cl:1][C:2]1[N:7]=[C:6]([OH:8])[CH:5]=[CH:4][CH:3]=1.[C:9](=O)([O-])[O-].[K+].[K+].CI. (3) Given the product [NH2:8][C:9]1[CH:14]=[C:13]([CH2:15][OH:16])[N:12]=[C:11]([C:17]([NH:22][CH3:21])=[O:19])[CH:10]=1, predict the reactants needed to synthesize it. The reactants are: C(OC([NH:8][C:9]1[CH:14]=[C:13]([CH2:15][OH:16])[N:12]=[C:11]([C:17]([O:19]C)=O)[CH:10]=1)=O)(C)(C)C.[CH3:21][NH2:22]. (4) Given the product [F:37][CH2:2][C:3]1[CH:30]=[CH:29][C:6]2[N:7]([CH2:24][CH2:25][CH:26]([CH3:28])[CH3:27])[C:8]([CH2:10][N:11]3[C:15]4[CH:16]=[CH:17][CH:18]=[CH:19][C:14]=4[N:13]([CH:20]([CH3:22])[CH3:21])[C:12]3=[O:23])=[N:9][C:5]=2[CH:4]=1, predict the reactants needed to synthesize it. The reactants are: O[CH2:2][C:3]1[CH:30]=[CH:29][C:6]2[N:7]([CH2:24][CH2:25][CH:26]([CH3:28])[CH3:27])[C:8]([CH2:10][N:11]3[C:15]4[CH:16]=[CH:17][CH:18]=[CH:19][C:14]=4[N:13]([CH:20]([CH3:22])[CH3:21])[C:12]3=[O:23])=[N:9][C:5]=2[CH:4]=1.CCN(S(F)(F)[F:37])CC.